Dataset: Peptide-MHC class I binding affinity with 185,985 pairs from IEDB/IMGT. Task: Regression. Given a peptide amino acid sequence and an MHC pseudo amino acid sequence, predict their binding affinity value. This is MHC class I binding data. (1) The peptide sequence is EIYFSSIHR. The MHC is HLA-A11:01 with pseudo-sequence HLA-A11:01. The binding affinity (normalized) is 0.461. (2) The peptide sequence is PHAATIRVL. The MHC is HLA-B57:01 with pseudo-sequence HLA-B57:01. The binding affinity (normalized) is 0.0847. (3) The peptide sequence is EEELRKRL. The MHC is Mamu-A11 with pseudo-sequence Mamu-A11. The binding affinity (normalized) is 0. (4) The peptide sequence is KEGCQKILSV. The binding affinity (normalized) is 0.474. The MHC is Mamu-A11 with pseudo-sequence Mamu-A11. (5) The peptide sequence is EPIVGAETF. The MHC is HLA-A69:01 with pseudo-sequence HLA-A69:01. The binding affinity (normalized) is 0.0847.